Dataset: Catalyst prediction with 721,799 reactions and 888 catalyst types from USPTO. Task: Predict which catalyst facilitates the given reaction. (1) Reactant: CC1C=CC(S(O[CH2:12][CH2:13][C:14]([OH:17])([CH3:16])[CH3:15])(=O)=O)=CC=1.[Br:18][C:19]1[C:24]([CH3:25])=[CH:23][C:22]([OH:26])=[CH:21][C:20]=1[CH3:27].C(=O)([O-])[O-].[K+].[K+].C(OCC)(=O)C. The catalyst class is: 35. Product: [Br:18][C:19]1[C:24]([CH3:25])=[CH:23][C:22]([O:26][CH2:12][CH2:13][C:14]([CH3:16])([OH:17])[CH3:15])=[CH:21][C:20]=1[CH3:27]. (2) Reactant: C([O:3][C:4](=[O:25])[CH2:5][C@H:6]1[C:14]2[C:9](=[CH:10][C:11]([O:15][CH2:16][CH2:17][C:18]3[N:19]=[C:20](Br)[S:21][C:22]=3[CH3:23])=[CH:12][CH:13]=2)[CH2:8][CH2:7]1)C.[CH3:26][CH2:27]O.[Li+].[OH-]. Product: [CH:9]([C:26]1[CH:27]=[CH:7][C:6]([C:20]2[S:21][C:22]([CH3:23])=[C:18]([CH2:17][CH2:16][O:15][C:11]3[CH:10]=[C:9]4[C:14](=[CH:13][CH:12]=3)[C@H:6]([CH2:5][C:4]([OH:3])=[O:25])[CH2:7][CH2:8]4)[N:19]=2)=[CH:5][CH:4]=1)([CH3:10])[CH3:8]. The catalyst class is: 20. (3) Reactant: [C:1]([O:5][C:6]([N:8]1[CH2:13][CH2:12][N:11]([C:14]2[CH:22]=[CH:21][CH:20]=[C:19]3[C:15]=2[CH:16]=[CH:17][NH:18]3)[CH2:10][CH2:9]1)=[O:7])([CH3:4])([CH3:3])[CH3:2].CN(C)C=O.C[Si]([N-][Si](C)(C)C)(C)C.[Na+].[CH3:38][N:39]1[C:44]2[CH:45]=[CH:46][C:47]([S:49](Cl)(=[O:51])=[O:50])=[CH:48][C:43]=2[O:42][CH2:41][CH2:40]1. Product: [CH3:38][N:39]1[C:44]2[CH:45]=[CH:46][C:47]([S:49]([N:18]3[C:19]4[C:15](=[C:14]([N:11]5[CH2:12][CH2:13][N:8]([C:6]([O:5][C:1]([CH3:4])([CH3:2])[CH3:3])=[O:7])[CH2:9][CH2:10]5)[CH:22]=[CH:21][CH:20]=4)[CH:16]=[CH:17]3)(=[O:51])=[O:50])=[CH:48][C:43]=2[O:42][CH2:41][CH2:40]1. The catalyst class is: 7. (4) Reactant: C(N(CC)CC)C.Cl[C:9]1[C:14]([N+:15]([O-])=O)=[CH:13][C:12]([C:18]([F:21])([F:20])[F:19])=[CH:11][N:10]=1. Product: [F:21][C:18]([F:19])([F:20])[C:12]1[CH:13]=[C:14]([NH2:15])[CH:9]=[N:10][CH:11]=1. The catalyst class is: 63. (5) Reactant: [CH2:1]([N:8]([CH2:17][C:18]1[CH:23]=[CH:22][CH:21]=[CH:20][CH:19]=1)[C@H:9]1[CH2:14][CH2:13][C@H:12]([C:15]#[N:16])[CH2:11][CH2:10]1)[C:2]1[CH:7]=[CH:6][CH:5]=[CH:4][CH:3]=1.C[Mg]Cl.[BH4-].[Na+].C[O:30][CH2:31][CH2:32]OCCOCCOCCOC.[C:44](OC(=O)C)(=O)C. Product: [CH2:17]([N:8]([CH2:1][C:2]1[CH:3]=[CH:4][CH:5]=[CH:6][CH:7]=1)[C@H:9]1[CH2:10][CH2:11][C@H:12]([CH:15]([NH:16][C:31](=[O:30])[CH3:32])[CH3:44])[CH2:13][CH2:14]1)[C:18]1[CH:23]=[CH:22][CH:21]=[CH:20][CH:19]=1. The catalyst class is: 7. (6) Reactant: C[O-].[Na+].[N+:4]([CH2:7][CH3:8])([O-:6])=[O:5].[N:9]1[CH:10]=[N:11][N:12]2[CH:17]=[C:16]([CH:18]=[O:19])[CH:15]=[CH:14][C:13]=12. The catalyst class is: 5. Product: [N:9]1[CH:10]=[N:11][N:12]2[CH:17]=[C:16]([CH:18]([OH:19])[CH:7]([N+:4]([O-:6])=[O:5])[CH3:8])[CH:15]=[CH:14][C:13]=12. (7) Reactant: [OH:1][CH2:2][C:3]([NH:6][C:7]([C:9]1[C:10]2[CH2:11][C@H:12]3[CH2:24][C@H:13]3[C:14]=2[N:15]([C:17]2[CH:22]=[N:21][C:20](Br)=[CH:19][N:18]=2)[N:16]=1)=[O:8])([CH3:5])[CH3:4].[C:25]([Cu])#[N:26]. Product: [OH:1][CH2:2][C:3]([NH:6][C:7]([C:9]1[C:10]2[CH2:11][C@H:12]3[CH2:24][C@H:13]3[C:14]=2[N:15]([C:17]2[CH:22]=[N:21][C:20]([C:25]#[N:26])=[CH:19][N:18]=2)[N:16]=1)=[O:8])([CH3:5])[CH3:4]. The catalyst class is: 37. (8) Reactant: [CH3:1][O:2][C:3](=[O:17])[C:4](=O)[CH2:5][C:6]([C:8]1[CH:13]=[C:12]([CH3:14])[CH:11]=[CH:10][C:9]=1[F:15])=[O:7].Cl.[NH2:19]O. Product: [CH3:1][O:2][C:3]([C:4]1[CH:5]=[C:6]([C:8]2[CH:13]=[C:12]([CH3:14])[CH:11]=[CH:10][C:9]=2[F:15])[O:7][N:19]=1)=[O:17]. The catalyst class is: 5.